From a dataset of HIV replication inhibition screening data with 41,000+ compounds from the AIDS Antiviral Screen. Binary Classification. Given a drug SMILES string, predict its activity (active/inactive) in a high-throughput screening assay against a specified biological target. (1) The drug is COC1CC2C3CCC(C(C)COC(C)=O)C3(C)CCC2C2(C)CCC3CC312. The result is 0 (inactive). (2) The compound is CN1c2ccc(Cl)cc2C2(C(=O)NN)C(C(=O)NN)N(C3CCCCC3)C(=O)C12N. The result is 0 (inactive). (3) The drug is Sc1nc(S)c2nnn(-c3ccccc3)c2n1. The result is 0 (inactive). (4) The compound is O=Cc1c[nH]c2nccnc12. The result is 0 (inactive). (5) The drug is COc1ccc(CCNCc2cccc(OC)c2OC)cc1OC. The result is 0 (inactive). (6) The molecule is COC(=O)CC1NC(=O)C1C(C)O[Si](C)(C)C(C)(C)C. The result is 0 (inactive). (7) The drug is COc1ccc(C=CC(=O)Oc2ccccc2OC)cc1. The result is 0 (inactive).